Dataset: NCI-60 drug combinations with 297,098 pairs across 59 cell lines. Task: Regression. Given two drug SMILES strings and cell line genomic features, predict the synergy score measuring deviation from expected non-interaction effect. (1) Drug 1: C1=CC(=CC=C1C#N)C(C2=CC=C(C=C2)C#N)N3C=NC=N3. Drug 2: CCC1(C2=C(COC1=O)C(=O)N3CC4=CC5=C(C=CC(=C5CN(C)C)O)N=C4C3=C2)O.Cl. Cell line: MALME-3M. Synergy scores: CSS=2.24, Synergy_ZIP=-1.76, Synergy_Bliss=-0.232, Synergy_Loewe=-7.73, Synergy_HSA=-0.865. (2) Drug 2: C1=NC2=C(N=C(N=C2N1C3C(C(C(O3)CO)O)O)F)N. Drug 1: CC(CN1CC(=O)NC(=O)C1)N2CC(=O)NC(=O)C2. Cell line: SNB-75. Synergy scores: CSS=0.467, Synergy_ZIP=-0.424, Synergy_Bliss=0.329, Synergy_Loewe=-0.661, Synergy_HSA=-0.478. (3) Cell line: MALME-3M. Drug 1: CCCCCOC(=O)NC1=NC(=O)N(C=C1F)C2C(C(C(O2)C)O)O. Drug 2: C1=CN(C=N1)CC(O)(P(=O)(O)O)P(=O)(O)O. Synergy scores: CSS=-4.34, Synergy_ZIP=4.01, Synergy_Bliss=4.02, Synergy_Loewe=-1.46, Synergy_HSA=-2.39. (4) Drug 1: CC1CCC2CC(C(=CC=CC=CC(CC(C(=O)C(C(C(=CC(C(=O)CC(OC(=O)C3CCCCN3C(=O)C(=O)C1(O2)O)C(C)CC4CCC(C(C4)OC)OCCO)C)C)O)OC)C)C)C)OC. Drug 2: CCCCC(=O)OCC(=O)C1(CC(C2=C(C1)C(=C3C(=C2O)C(=O)C4=C(C3=O)C=CC=C4OC)O)OC5CC(C(C(O5)C)O)NC(=O)C(F)(F)F)O. Cell line: NCIH23. Synergy scores: CSS=53.5, Synergy_ZIP=8.99, Synergy_Bliss=8.35, Synergy_Loewe=8.57, Synergy_HSA=8.18. (5) Drug 1: CN(C)N=NC1=C(NC=N1)C(=O)N. Drug 2: CCCCCOC(=O)NC1=NC(=O)N(C=C1F)C2C(C(C(O2)C)O)O. Cell line: LOX IMVI. Synergy scores: CSS=37.1, Synergy_ZIP=-13.4, Synergy_Bliss=-6.05, Synergy_Loewe=-23.4, Synergy_HSA=-3.44.